Dataset: Full USPTO retrosynthesis dataset with 1.9M reactions from patents (1976-2016). Task: Predict the reactants needed to synthesize the given product. (1) Given the product [Br:1][C:2]1[CH:3]=[N:4][C:5]2[CH2:6][CH2:7][N:8]([C:22]([O:21][C:17]([CH3:20])([CH3:19])[CH3:18])=[O:23])[CH2:9][C:10]=2[CH:11]=1, predict the reactants needed to synthesize it. The reactants are: [Br:1][C:2]1[CH:3]=[N:4][C:5]2[CH2:6][CH2:7][NH:8][CH2:9][C:10]=2[CH:11]=1.C1COCC1.[C:17]([O:21][C:22](O[C:22]([O:21][C:17]([CH3:20])([CH3:19])[CH3:18])=[O:23])=[O:23])([CH3:20])([CH3:19])[CH3:18]. (2) Given the product [Br:1][C:2]1[C:3]([O:12][CH3:13])=[C:4]([CH:9]([NH:11][C:15]2[N:23]=[CH:22][N:21]=[C:20]3[C:16]=2[N:17]=[CH:18][N:19]3[CH:24]2[CH2:29][CH2:28][CH2:27][CH2:26][O:25]2)[CH3:10])[CH:5]=[C:6]([Cl:8])[CH:7]=1, predict the reactants needed to synthesize it. The reactants are: [Br:1][C:2]1[C:3]([O:12][CH3:13])=[C:4]([CH:9]([NH2:11])[CH3:10])[CH:5]=[C:6]([Cl:8])[CH:7]=1.Br[C:15]1[N:23]=[CH:22][N:21]=[C:20]2[C:16]=1[N:17]=[CH:18][N:19]2[CH:24]1[CH2:29][CH2:28][CH2:27][CH2:26][O:25]1.C(N(CC)C(C)C)(C)C.C(=O)(O)[O-].[Na+].